Dataset: Catalyst prediction with 721,799 reactions and 888 catalyst types from USPTO. Task: Predict which catalyst facilitates the given reaction. Reactant: [NH2:1][C:2]1[CH:3]=[C:4]([CH:20]=[CH:21][CH:22]=1)[CH2:5][O:6][C:7]1[CH:12]=[CH:11][C:10]([C:13](=[O:15])[CH3:14])=[C:9]([OH:16])[C:8]=1[CH2:17][CH2:18][CH3:19].[CH3:23][O:24][C:25](=[O:33])[C:26]1[CH:31]=[CH:30][CH:29]=[C:28](Br)[CH:27]=1.C(=O)([O-])[O-].[Cs+].[Cs+].C1(P(C2C=CC=CC=2)C2C=CC3C(=CC=CC=3)C=2C2C3C(=CC=CC=3)C=CC=2P(C2C=CC=CC=2)C2C=CC=CC=2)C=CC=CC=1.C(O)(=O)CC(CC(O)=O)(C(O)=O)O. The catalyst class is: 164. Product: [CH3:23][O:24][C:25](=[O:33])[C:26]1[CH:31]=[CH:30][CH:29]=[C:28]([NH:1][C:2]2[CH:22]=[CH:21][CH:20]=[C:4]([CH2:5][O:6][C:7]3[CH:12]=[CH:11][C:10]([C:13](=[O:15])[CH3:14])=[C:9]([OH:16])[C:8]=3[CH2:17][CH2:18][CH3:19])[CH:3]=2)[CH:27]=1.